This data is from Full USPTO retrosynthesis dataset with 1.9M reactions from patents (1976-2016). The task is: Predict the reactants needed to synthesize the given product. (1) The reactants are: [NH2:1][C:2]1[C:7]([C:8]([C:10]2[CH:11]=[N:12][C:13](F)=[CH:14][CH:15]=2)=[O:9])=[CH:6][C:5](Br)=[CH:4][N:3]=1.[CH2:18]([NH2:22])[CH:19]([CH3:21])[CH3:20].[CH3:23][O:24][C:25]1[CH:26]=[C:27](B(O)O)[CH:28]=[CH:29][C:30]=1[O:31][CH3:32].C(=O)([O-])[O-].[Na+].[Na+]. Given the product [NH2:1][C:2]1[C:7]([C:8]([C:10]2[CH:11]=[N:12][C:13]([NH:22][CH2:18][CH:19]([CH3:21])[CH3:20])=[CH:14][CH:15]=2)=[O:9])=[CH:6][C:5]([C:28]2[CH:27]=[CH:26][C:25]([O:24][CH3:23])=[C:30]([O:31][CH3:32])[CH:29]=2)=[CH:4][N:3]=1, predict the reactants needed to synthesize it. (2) Given the product [NH2:1][C:2]1[C:7]2[NH:8][C:10](=[O:14])[N:9]([CH2:15][C:16]3[CH:21]=[CH:20][C:19]([CH2:22][P:23](=[O:24])([O:28][CH2:29][CH3:30])[O:25][CH2:26][CH3:27])=[CH:18][CH:17]=3)[C:6]=2[CH:5]=[C:4]([O:31][CH2:32][CH2:33][O:34][CH3:35])[N:3]=1, predict the reactants needed to synthesize it. The reactants are: [NH2:1][C:2]1[C:7]([NH2:8])=[C:6]([N:9]([CH2:15][C:16]2[CH:21]=[CH:20][C:19]([CH2:22][P:23]([O:28][CH2:29][CH3:30])([O:25][CH2:26][CH3:27])=[O:24])=[CH:18][CH:17]=2)[C:10](=[O:14])OCC)[CH:5]=[C:4]([O:31][CH2:32][CH2:33][O:34][CH3:35])[N:3]=1. (3) Given the product [OH:9][CH2:8][C:4]1[CH:3]=[C:2]([C:11]#[N:12])[CH:7]=[N:6][CH:5]=1, predict the reactants needed to synthesize it. The reactants are: Br[C:2]1[CH:3]=[C:4]([CH2:8][OH:9])[CH:5]=[N:6][CH:7]=1.[Cu](C#N)[C:11]#[N:12].[NH4+].[Cl-]. (4) Given the product [F:40][C:37]([F:38])([F:39])[C:35]1[CH:34]=[C:5]([CH:4]=[C:3]([C:2]([F:1])([F:41])[F:42])[CH:36]=1)[CH2:6][C:7]1[C:12]([N:13]2[CH2:14][CH2:15][O:16][CH2:17][CH2:18]2)=[CH:11][N:10]=[C:9]([NH:19][C@@H:20]2[C:29]3[C:24](=[CH:25][CH:26]=[C:27]([O:30][CH3:31])[N:28]=3)[N:23]([CH2:46][C:47]([O:49][CH2:50][CH3:51])=[O:48])[C@H:22]([CH2:32][CH3:33])[CH2:21]2)[N:8]=1, predict the reactants needed to synthesize it. The reactants are: [F:1][C:2]([F:42])([F:41])[C:3]1[CH:4]=[C:5]([CH:34]=[C:35]([C:37]([F:40])([F:39])[F:38])[CH:36]=1)[CH2:6][C:7]1[C:12]([N:13]2[CH2:18][CH2:17][O:16][CH2:15][CH2:14]2)=[CH:11][N:10]=[C:9]([NH:19][C@@H:20]2[C:29]3[C:24](=[CH:25][CH:26]=[C:27]([O:30][CH3:31])[N:28]=3)[NH:23][C@H:22]([CH2:32][CH3:33])[CH2:21]2)[N:8]=1.[H-].[Na+].I[CH2:46][C:47]([O:49][CH2:50][CH3:51])=[O:48]. (5) Given the product [CH3:1][O:2][C:3](=[O:16])[CH2:4][CH2:5][C:6]1[CH:11]=[CH:10][C:9]([O:12][CH2:23][C:24]2[CH:29]=[CH:28][CH:27]=[CH:26][CH:25]=2)=[C:8]([CH2:13][CH:14]=[CH2:15])[CH:7]=1, predict the reactants needed to synthesize it. The reactants are: [CH3:1][O:2][C:3](=[O:16])[CH2:4][CH2:5][C:6]1[CH:11]=[CH:10][C:9]([OH:12])=[C:8]([CH2:13][CH:14]=[CH2:15])[CH:7]=1.C([O-])([O-])=O.[Cs+].[Cs+].[CH2:23](Br)[C:24]1[CH:29]=[CH:28][CH:27]=[CH:26][CH:25]=1. (6) Given the product [F:20][C:18]1[CH:17]=[CH:16][C:15]([C:21]2[CH:26]=[CH:25][N:24]=[CH:23][CH:22]=2)=[C:14]([O:13][CH:10]2[CH2:11][CH2:12][NH:8][CH2:9]2)[CH:19]=1, predict the reactants needed to synthesize it. The reactants are: C([N:8]1[CH2:12][CH2:11][CH:10]([O:13][C:14]2[CH:19]=[C:18]([F:20])[CH:17]=[CH:16][C:15]=2[C:21]2[CH:26]=[CH:25][N:24]=[CH:23][CH:22]=2)[CH2:9]1)C1C=CC=CC=1.C([O-])=O.[NH4+]. (7) Given the product [Cl:8][C:6]1[N:5]=[CH:4][N:3]=[C:2]([NH:9][C:10]2[C:11]([C:16]([O:18][CH3:19])=[O:17])=[N:12][N:13]([CH3:15])[CH:14]=2)[N:7]=1, predict the reactants needed to synthesize it. The reactants are: Cl[C:2]1[N:7]=[C:6]([Cl:8])[N:5]=[CH:4][N:3]=1.[NH2:9][C:10]1[C:11]([C:16]([O:18][CH3:19])=[O:17])=[N:12][N:13]([CH3:15])[CH:14]=1.C(N(CC)C(C)C)(C)C.